This data is from Reaction yield outcomes from USPTO patents with 853,638 reactions. The task is: Predict the reaction yield, written as a fraction of the theoretical maximum amount of product (1.0 means a 100% yield; for example, 0.34 means a 34% yield). (1) The reactants are Cl.Cl.[CH3:3][O:4][C:5]1[CH:10]=CC(N)=[C:7](N)[CH:6]=1.C([N:15]([CH2:18][CH3:19])[CH2:16][CH3:17])C.[CH3:20][C:21]1([CH3:28])[CH2:25][C:24](=O)[O:23][C:22]1=[O:27].C(#[N:31])C. No catalyst specified. The product is [CH3:3][O:4][C:5]1[CH:6]=[CH:7][C:17]2[NH:31][C:18]([CH2:19][C:21]([CH3:28])([CH3:20])[C:22]([O:23][CH2:24][CH3:25])=[O:27])=[N:15][C:16]=2[CH:10]=1. The yield is 0.570. (2) The yield is 0.680. The product is [N:1]1[CH:6]=[CH:5][CH:4]=[C:3]([CH2:7][CH2:8][CH2:9][NH2:10])[CH:2]=1. The catalyst is C(Cl)Cl. The reactants are [N:1]1[CH:6]=[CH:5][CH:4]=[C:3]([CH2:7][CH2:8][CH2:9][NH:10]C(=O)OC(C)(C)C)[CH:2]=1.C(O)(C(F)(F)F)=O. (3) The reactants are [NH2:1][C:2]1[S:3][C:4]([CH3:7])=[N:5][N:6]=1.[CH2:8]([C:20]1[CH:25]=[CH:24][C:23]([S:26](Cl)(=[O:28])=[O:27])=[CH:22][CH:21]=1)[CH2:9][CH2:10][CH2:11][CH2:12][CH2:13][CH2:14][CH2:15][CH2:16][CH2:17][CH2:18][CH3:19].Cl. The catalyst is N1C=CC=CC=1. The product is [CH2:8]([C:20]1[CH:21]=[CH:22][C:23]([S:26]([NH:1][C:2]2[S:3][C:4]([CH3:7])=[N:5][N:6]=2)(=[O:28])=[O:27])=[CH:24][CH:25]=1)[CH2:9][CH2:10][CH2:11][CH2:12][CH2:13][CH2:14][CH2:15][CH2:16][CH2:17][CH2:18][CH3:19]. The yield is 0.840. (4) The reactants are [NH2:1][C:2]1[CH:3]=[CH:4][C:5]2[O:10][CH2:9][C:8](=[O:11])[NH:7][C:6]=2[CH:12]=1.[C:13]([Si:17]([CH3:25])([CH3:24])[O:18][CH2:19][CH2:20][C@@H:21]1[CH2:23][O:22]1)([CH3:16])([CH3:15])[CH3:14]. The product is [C:13]([Si:17]([CH3:25])([CH3:24])[O:18][CH2:19][CH2:20][C@@H:21]([OH:22])[CH2:23][NH:1][C:2]1[CH:3]=[CH:4][C:5]2[O:10][CH2:9][C:8](=[O:11])[NH:7][C:6]=2[CH:12]=1)([CH3:14])([CH3:16])[CH3:15]. The catalyst is C(Cl)Cl.CO. The yield is 0.400. (5) The reactants are C[O:2][C:3]([C@@H:5]([NH:21][C:22](=[O:28])[O:23][C:24]([CH3:27])([CH3:26])[CH3:25])[CH2:6][CH:7]1[CH2:12][CH2:11][CH:10]([O:13][Si:14]([C:17]([CH3:20])([CH3:19])[CH3:18])([CH3:16])[CH3:15])[CH2:9][CH2:8]1)=O.[BH4-].[Na+]. The catalyst is CCO. The product is [C:24]([O:23][C:22]([NH:21][C@@H:5]([CH2:6][CH:7]1[CH2:8][CH2:9][CH:10]([O:13][Si:14]([C:17]([CH3:20])([CH3:19])[CH3:18])([CH3:15])[CH3:16])[CH2:11][CH2:12]1)[CH2:3][OH:2])=[O:28])([CH3:26])([CH3:25])[CH3:27]. The yield is 0.980. (6) The reactants are C(=O)([O-])[O-].[K+].[K+].[F:7][C:8]1[CH:13]=[CH:12][C:11]([C:14](=[O:16])[CH3:15])=[C:10]([OH:17])[CH:9]=1.[CH2:18](Br)[C:19]1[CH:24]=[CH:23][CH:22]=[CH:21][CH:20]=1.Cl. The catalyst is CN(C=O)C. The product is [CH2:18]([O:17][C:10]1[CH:9]=[C:8]([F:7])[CH:13]=[CH:12][C:11]=1[C:14](=[O:16])[CH3:15])[C:19]1[CH:24]=[CH:23][CH:22]=[CH:21][CH:20]=1. The yield is 0.970.